Dataset: hERG potassium channel inhibition data for cardiac toxicity prediction from Karim et al.. Task: Regression/Classification. Given a drug SMILES string, predict its toxicity properties. Task type varies by dataset: regression for continuous values (e.g., LD50, hERG inhibition percentage) or binary classification for toxic/non-toxic outcomes (e.g., AMES mutagenicity, cardiotoxicity, hepatotoxicity). Dataset: herg_karim. (1) The molecule is COc1ccc2nc(-c3ccc(OC4CCN(C5CCC5)CC4)cc3)n(C)c(=O)c2c1. The result is 1 (blocker). (2) The compound is O=C(Nc1cc(Cl)ccc1Cl)NS(=O)(=O)c1ccc(OCCCN2CCCCC2)cc1. The result is 0 (non-blocker).